Dataset: Reaction yield outcomes from USPTO patents with 853,638 reactions. Task: Predict the reaction yield, written as a fraction of the theoretical maximum amount of product (1.0 means a 100% yield; for example, 0.34 means a 34% yield). (1) The reactants are [F:1][C:2]([F:7])([F:6])[C:3]([OH:5])=[O:4].[F:8][C:9]([F:14])([F:13])[C:10]([OH:12])=[O:11].FC(F)(F)C(O)=O.[Cl:22][C:23]1[CH:24]=[N:25][C:26]2[NH:27][C:28]3[CH:29]=[N:30][CH:31]=[C:32]([CH:53]=3)[CH2:33][CH2:34][C:35]3[CH:43]=[C:39]([NH:40][C:41]=1[N:42]=2)[CH:38]=[CH:37][C:36]=3[NH:44][C:45](=[O:52])[CH2:46][C@@H:47]1[CH2:51][CH2:50][NH:49][CH2:48]1.[CH3:54][N:55]1[CH:59]=[CH:58][C:57]([C:60](Cl)=[O:61])=[N:56]1. No catalyst specified. The product is [F:1][C:2]([F:7])([F:6])[C:3]([OH:5])=[O:4].[F:8][C:9]([F:14])([F:13])[C:10]([OH:12])=[O:11].[Cl:22][C:23]1[CH:24]=[N:25][C:26]2[NH:27][C:28]3[CH:29]=[N:30][CH:31]=[C:32]([CH:53]=3)[CH2:33][CH2:34][C:35]3[CH:43]=[C:39]([NH:40][C:41]=1[N:42]=2)[CH:38]=[CH:37][C:36]=3[NH:44][C:45](=[O:52])[CH2:46][C@@H:47]1[CH2:51][CH2:50][N:49]([C:60]([C:57]2[CH:58]=[CH:59][N:55]([CH3:54])[N:56]=2)=[O:61])[CH2:48]1. The yield is 0.820. (2) The reactants are [Cl:1][C:2]1[N:7]=[C:6]2[S:8][C:9]([N:11]=[C:12](SC)SC)=[N:10][C:5]2=[CH:4][CH:3]=1.Cl.Cl.[NH2:19][CH2:20][C@@:21]1([OH:29])[CH:26]2[CH2:27][CH2:28][N:23]([CH2:24][CH2:25]2)[CH2:22]1.C(=O)([O-])[O-].[Cs+].[Cs+].O. The catalyst is CN(C=O)C. The product is [Cl:1][C:2]1[N:7]=[C:6]2[S:8][C:9]([NH:11][C:12]3[O:29][C@:21]4([CH2:20][N:19]=3)[CH:26]3[CH2:27][CH2:28][N:23]([CH2:24][CH2:25]3)[CH2:22]4)=[N:10][C:5]2=[CH:4][CH:3]=1. The yield is 0.510.